Dataset: Catalyst prediction with 721,799 reactions and 888 catalyst types from USPTO. Task: Predict which catalyst facilitates the given reaction. (1) Reactant: [CH3:1][C:2]1[C:10]([O:11][C@@H:12]2[CH2:17][CH2:16][CH2:15][C@H:14]([NH2:18])[CH2:13]2)=[CH:9][CH:8]=[C:7]2[C:3]=1[CH:4]=[N:5][N:6]2[CH:19]1[CH2:24][CH2:23][CH2:22][CH2:21][O:20]1.Br[CH2:26][CH2:27][CH2:28][CH2:29]Br.C(=O)([O-])[O-].[K+].[K+].O. Product: [CH3:1][C:2]1[C:10]([O:11][C@H:12]2[CH2:17][CH2:16][CH2:15][C@@H:14]([N:18]3[CH2:29][CH2:28][CH2:27][CH2:26]3)[CH2:13]2)=[CH:9][CH:8]=[C:7]2[C:3]=1[CH:4]=[N:5][N:6]2[CH:19]1[CH2:24][CH2:23][CH2:22][CH2:21][O:20]1. The catalyst class is: 80. (2) Reactant: [CH2:1]([S:4]([N:7]1[CH2:10][C:9]([CH2:17][NH2:18])([C:11]2[CH:16]=[CH:15][CH:14]=[CH:13][N:12]=2)[CH2:8]1)(=[O:6])=[O:5])[CH2:2][CH3:3].CCN(C(C)C)C(C)C.[Cl:28][C:29]1[CH:37]=[C:36]([Cl:38])[CH:35]=[CH:34][C:30]=1[C:31](Cl)=[O:32]. Product: [Cl:28][C:29]1[CH:37]=[C:36]([Cl:38])[CH:35]=[CH:34][C:30]=1[C:31]([NH:18][CH2:17][C:9]1([C:11]2[CH:16]=[CH:15][CH:14]=[CH:13][N:12]=2)[CH2:10][N:7]([S:4]([CH2:1][CH2:2][CH3:3])(=[O:5])=[O:6])[CH2:8]1)=[O:32]. The catalyst class is: 2.